Dataset: Forward reaction prediction with 1.9M reactions from USPTO patents (1976-2016). Task: Predict the product of the given reaction. (1) Given the reactants C([O:5][NH:6][C:7]([C:9]1[CH:14]=[CH:13][C:12]([C:15]2[CH:20]=[CH:19][CH:18]=[C:17]([CH2:21][NH2:22])[CH:16]=2)=[CH:11][CH:10]=1)=[O:8])(C)(C)C.[C:23](O)(=[O:30])[C:24]1[CH:29]=[CH:28][CH:27]=[CH:26][CH:25]=1.CN([P+](ON1N=NC2C=CC=CC1=2)(N(C)C)N(C)C)C.F[P-](F)(F)(F)(F)F, predict the reaction product. The product is: [OH:5][NH:6][C:7](=[O:8])[C:9]1[CH:10]=[CH:11][C:12]([C:15]2[CH:20]=[CH:19][CH:18]=[C:17]([CH2:21][NH:22][C:23](=[O:30])[C:24]3[CH:29]=[CH:28][CH:27]=[CH:26][CH:25]=3)[CH:16]=2)=[CH:13][CH:14]=1. (2) Given the reactants [OH-].[Na+].OP1(=O)O[C@@H](C2C=CC=CC=2)C(C)(C)CO1.[Br:19][C:20]1[C:39]([F:40])=[CH:38][C:23]2[O:24][C:25]3[CH:37]=[CH:36][CH:35]=[CH:34][C:26]=3[C@H:27]3[C@H:32]([NH2:33])[CH2:31][CH2:30][CH2:29][N:28]3[C:22]=2[CH:21]=1, predict the reaction product. The product is: [Br:19][C:20]1[C:39]([F:40])=[CH:38][C:23]2[O:24][C:25]3[CH:37]=[CH:36][CH:35]=[CH:34][C:26]=3[C@H:27]3[C@H:32]([NH2:33])[CH2:31][CH2:30][CH2:29][N:28]3[C:22]=2[CH:21]=1. (3) Given the reactants [CH:1]([O:4][C:5]([N:7]1[CH2:13][CH2:12][CH2:11][CH:10]([N:14]([C:30](=[O:32])[CH3:31])[CH2:15][C:16]2[CH:21]=[C:20]([C:22]([F:25])([F:24])[F:23])[CH:19]=[C:18]([C:26]([F:29])([F:28])[F:27])[CH:17]=2)[C:9]2[CH:33]=[CH:34][C:35]([F:37])=[CH:36][C:8]1=2)=[O:6])([CH3:3])[CH3:2].C(OC(N1CCCC(N(C(=O)C)CC2C=C(C(F)(F)F)C=C(C(F)(F)F)C=2)C2C=C([Br:75])C(C)=CC1=2)=O)(C)C, predict the reaction product. The product is: [CH:1]([O:4][C:5]([N:7]1[CH2:13][CH2:12][CH2:11][CH:10]([N:14]([C:30](=[O:32])[CH3:31])[CH2:15][C:16]2[CH:17]=[C:18]([C:26]([F:27])([F:29])[F:28])[CH:19]=[C:20]([C:22]([F:23])([F:25])[F:24])[CH:21]=2)[C:9]2[CH:33]=[C:34]([Br:75])[C:35]([F:37])=[CH:36][C:8]1=2)=[O:6])([CH3:3])[CH3:2]. (4) Given the reactants COC([N:5]1[C:9]2=[N:10][C:11]([Cl:15])=[CH:12][C:13](Cl)=[C:8]2[C:7]([CH3:16])=[CH:6]1)=O.C(=O)([O-])[O-].[K+].[K+].[NH2:23][C:24]1[CH:29]=[CH:28][C:27]([OH:30])=[C:26]([F:31])[CH:25]=1.C(OCC)(=O)C, predict the reaction product. The product is: [Cl:15][C:11]1[N:10]=[C:9]2[NH:5][CH:6]=[C:7]([CH3:16])[C:8]2=[C:13]([O:30][C:27]2[CH:28]=[CH:29][C:24]([NH2:23])=[CH:25][C:26]=2[F:31])[CH:12]=1. (5) Given the reactants C(Cl)(=O)C(Cl)=O.CS(C)=O.[F:11][C:12]([F:20])([F:19])[C:13]([CH3:18])([CH3:17])[CH2:14][CH2:15][OH:16].CCN(CC)CC.Cl, predict the reaction product. The product is: [F:11][C:12]([F:20])([F:19])[C:13]([CH3:18])([CH3:17])[CH2:14][CH:15]=[O:16]. (6) Given the reactants [Cl:1][C:2]1[CH:3]=[C:4]([CH:13]=[CH:14][CH:15]=1)[CH2:5][C:6]1[CH:10]=[CH:9][S:8][C:7]=1[CH:11]=[O:12].C(Cl)Cl.[BH4-].[Na+], predict the reaction product. The product is: [Cl:1][C:2]1[CH:3]=[C:4]([CH:13]=[CH:14][CH:15]=1)[CH2:5][C:6]1[CH:10]=[CH:9][S:8][C:7]=1[CH2:11][OH:12].